This data is from Full USPTO retrosynthesis dataset with 1.9M reactions from patents (1976-2016). The task is: Predict the reactants needed to synthesize the given product. Given the product [NH2:13][C:4]1[CH:5]=[CH:6][C:7]([C:9]([F:11])([F:12])[F:10])=[CH:8][C:3]=1[CH2:2][NH:1][CH2:26][C:25]1[CH:28]=[C:29]([C:31]([F:33])([F:34])[F:32])[CH:30]=[C:23]([C:22]([F:21])([F:35])[F:36])[CH:24]=1, predict the reactants needed to synthesize it. The reactants are: [NH2:1][CH2:2][C:3]1[CH:8]=[C:7]([C:9]([F:12])([F:11])[F:10])[CH:6]=[CH:5][C:4]=1[NH2:13].CN1CCOCC1.[F:21][C:22]([F:36])([F:35])[C:23]1[CH:24]=[C:25]([CH:28]=[C:29]([C:31]([F:34])([F:33])[F:32])[CH:30]=1)[CH2:26]Br.C(O)(=O)C.